From a dataset of Catalyst prediction with 721,799 reactions and 888 catalyst types from USPTO. Predict which catalyst facilitates the given reaction. (1) Reactant: [Br:1][C:2]1[C:3]([OH:21])=[CH:4][C:5]2[C:10]([CH:11]=1)=[CH:9][C:8]([C:12]1[CH:17]=[CH:16][C:15]([O:18][CH3:19])=[CH:14][CH:13]=1)=[CH:7][C:6]=2[Cl:20].C1C(=O)N([Cl:29])C(=O)C1. Product: [Br:1][C:2]1[C:3]([OH:21])=[C:4]([Cl:29])[C:5]2[C:10]([CH:11]=1)=[CH:9][C:8]([C:12]1[CH:13]=[CH:14][C:15]([O:18][CH3:19])=[CH:16][CH:17]=1)=[CH:7][C:6]=2[Cl:20]. The catalyst class is: 1. (2) Reactant: [Br:1][C:2]1[CH:3]=[C:4]2[C:9](Cl)=[C:8]([C:11]([NH2:13])=[O:12])[CH:7]=[N:6][N:5]2[CH:14]=1.[NH2:15][C@H:16]1[C@@H:20]([CH2:21][F:22])[CH2:19][N:18]([C:23]([O:25][CH2:26][C:27]2[CH:32]=[CH:31][CH:30]=[CH:29][CH:28]=2)=[O:24])[CH2:17]1.CCN(C(C)C)C(C)C. Product: [Br:1][C:2]1[CH:3]=[C:4]2[C:9]([NH:15][C@H:16]3[C@@H:20]([CH2:21][F:22])[CH2:19][N:18]([C:23]([O:25][CH2:26][C:27]4[CH:32]=[CH:31][CH:30]=[CH:29][CH:28]=4)=[O:24])[CH2:17]3)=[C:8]([C:11](=[O:12])[NH2:13])[CH:7]=[N:6][N:5]2[CH:14]=1. The catalyst class is: 3. (3) The catalyst class is: 181. Product: [NH2:15][CH2:14][C:16]1[N:17]=[CH:18][C:19]([NH:1][C:2]2[CH:7]=[CH:6][C:5]([O:8][CH3:9])=[CH:4][C:3]=2[C:10]([F:11])([F:12])[F:13])=[CH:20][CH:21]=1. Reactant: [NH2:1][C:2]1[CH:7]=[CH:6][C:5]([O:8][CH3:9])=[CH:4][C:3]=1[C:10]([F:13])([F:12])[F:11].[C:14]([C:16]1[CH:21]=[CH:20][C:19](F)=[CH:18][N:17]=1)#[N:15].